This data is from Forward reaction prediction with 1.9M reactions from USPTO patents (1976-2016). The task is: Predict the product of the given reaction. Given the reactants Br[C:2]1[CH:7]=[C:6]([CH3:8])[CH:5]=[CH:4][N:3]=1.CC(C)([O-])C.[Na+].[NH2:15][CH:16]1[CH2:19][N:18]([C:20]([O:22][C:23]([CH3:26])([CH3:25])[CH3:24])=[O:21])[CH2:17]1.C1C=CC(P(C2C(C3C(P(C4C=CC=CC=4)C4C=CC=CC=4)=CC=C4C=3C=CC=C4)=C3C(C=CC=C3)=CC=2)C2C=CC=CC=2)=CC=1, predict the reaction product. The product is: [CH3:8][C:6]1[CH:5]=[CH:4][N:3]=[C:2]([NH:15][CH:16]2[CH2:17][N:18]([C:20]([O:22][C:23]([CH3:26])([CH3:25])[CH3:24])=[O:21])[CH2:19]2)[CH:7]=1.